Regression. Given two drug SMILES strings and cell line genomic features, predict the synergy score measuring deviation from expected non-interaction effect. From a dataset of NCI-60 drug combinations with 297,098 pairs across 59 cell lines. Drug 1: CCN(CC)CCNC(=O)C1=C(NC(=C1C)C=C2C3=C(C=CC(=C3)F)NC2=O)C. Drug 2: CCC1(CC2CC(C3=C(CCN(C2)C1)C4=CC=CC=C4N3)(C5=C(C=C6C(=C5)C78CCN9C7C(C=CC9)(C(C(C8N6C)(C(=O)OC)O)OC(=O)C)CC)OC)C(=O)OC)O.OS(=O)(=O)O. Cell line: A549. Synergy scores: CSS=1.61, Synergy_ZIP=-0.448, Synergy_Bliss=0.527, Synergy_Loewe=-31.4, Synergy_HSA=0.968.